From a dataset of Catalyst prediction with 721,799 reactions and 888 catalyst types from USPTO. Predict which catalyst facilitates the given reaction. (1) Reactant: [CH3:1][NH:2][C:3]([C:5]1[C:9]2[CH:10]=[C:11](B3OC(C)(C)C(C)(C)O3)[C:12]([N:14]([CH3:19])[S:15]([CH3:18])(=[O:17])=[O:16])=[CH:13][C:8]=2[O:7][C:6]=1[C:29]1C=N[C:32]([C:35]([F:38])([F:37])[F:36])=[CH:33][CH:34]=1)=[O:4].Cl[C:40]1[CH:49]=[CH:48][C:47]2[CH2:46][CH2:45][N:44]3[C:50]4[CH:51]=[CH:52][CH:53]=[C:54]([F:57])[C:55]=4[CH:56]=[C:43]3[C:42]=2[N:41]=1.[CH3:58][CH:59](C1C=C(C(C)C)C(C2C=CC=CC=2P(C2CCCCC2)C2CCCCC2)=C(C(C)C)C=1)C.CC(=O)OCC. Product: [F:57][C:54]1[C:55]2[CH:56]=[C:43]3[C:42]4[N:41]=[C:40]([C:13]5[C:12]([N:14]([CH3:19])[S:15]([CH3:18])(=[O:17])=[O:16])=[CH:11][C:10]6[O:7][C:6]([C:29]7[CH:59]=[CH:58][C:32]([C:35]([F:37])([F:38])[F:36])=[CH:33][CH:34]=7)=[C:5]([C:3]([NH:2][CH3:1])=[O:4])[C:9]=6[CH:8]=5)[CH:49]=[CH:48][C:47]=4[CH2:46][CH2:45][N:44]3[C:50]=2[CH:51]=[CH:52][CH:53]=1. The catalyst class is: 333. (2) Reactant: [Si]([N:8]1[CH2:12][CH2:11][CH:10]([CH2:13][C:14]([N:16]([C:19]2[C:20]([Cl:30])=[N:21][N:22]([C:24]3[CH:25]=[N:26][CH:27]=[CH:28][CH:29]=3)[CH:23]=2)[CH2:17][CH3:18])=[O:15])[C:9]1=[O:31])(C(C)(C)C)(C)C.[F-].C([N+](CCCC)(CCCC)CCCC)CCC. Product: [Cl:30][C:20]1[C:19]([N:16]([CH2:17][CH3:18])[C:14](=[O:15])[CH2:13][CH:10]2[CH2:11][CH2:12][NH:8][C:9]2=[O:31])=[CH:23][N:22]([C:24]2[CH:25]=[N:26][CH:27]=[CH:28][CH:29]=2)[N:21]=1. The catalyst class is: 1. (3) Reactant: [CH3:1][C:2]1[O:6][N:5]=[C:4]([C@H:7]([NH:9]C(=O)OCC2C=CC=CC=2)[CH3:8])[N:3]=1.B(Cl)(Cl)Cl. Product: [CH3:1][C:2]1[O:6][N:5]=[C:4]([C@H:7]([NH2:9])[CH3:8])[N:3]=1. The catalyst class is: 4. (4) Reactant: [I:1][C:2]1[CH:3]=[C:4]([CH:7]=[CH:8][CH:9]=1)[CH2:5][OH:6].IC.[C:12](=O)([O-])[O-].[K+].[K+].[H-].[Na+]. Product: [CH3:12][O:6][CH2:5][C:4]1[CH:3]=[C:2]([I:1])[CH:9]=[CH:8][CH:7]=1. The catalyst class is: 144. (5) Reactant: [CH3:1][O:2][C:3]([C:5]1[CH:6]=[C:7]([C:11]2[CH:16]=[CH:15][C:14]([N+:17]([O-])=O)=[C:13]([CH:20]=[CH:21][C:22]([O:24]C)=O)[N:12]=2)[CH:8]=[N:9][CH:10]=1)=[O:4].CC(O)=O. Product: [CH3:1][O:2][C:3](=[O:4])[C:5]1[CH:6]=[C:7]([C:11]2[CH:16]=[CH:15][C:14]3[NH:17][C:22](=[O:24])[CH2:21][CH2:20][C:13]=3[N:12]=2)[CH:8]=[N:9][CH:10]=1. The catalyst class is: 19. (6) Reactant: FC(F)(F)C(O)=O.C([O:12][C:13]([C:15]1[CH:20]=[CH:19][C:18]([NH:21][C:22]([CH:24]2[CH:29]([O:30][CH:31]3[CH2:36][CH2:35][N:34](C(OC(C)(C)C)=O)[CH2:33][CH2:32]3)[CH2:28][CH:27]([C:44]3[CH:49]=[CH:48][CH:47]=[CH:46][CH:45]=3)[CH2:26][N:25]2[C:50](=[O:65])/[CH:51]=[CH:52]/[C:53]2[CH:58]=[C:57]([Cl:59])[CH:56]=[CH:55][C:54]=2[N:60]2[CH:64]=[N:63][N:62]=[N:61]2)=[O:23])=[CH:17][CH:16]=1)=[O:14])(C)(C)C. Product: [Cl:59][C:57]1[CH:56]=[CH:55][C:54]([N:60]2[CH:64]=[N:63][N:62]=[N:61]2)=[C:53](/[CH:52]=[CH:51]/[C:50]([N:25]2[CH2:26][CH:27]([C:44]3[CH:45]=[CH:46][CH:47]=[CH:48][CH:49]=3)[CH2:28][CH:29]([O:30][CH:31]3[CH2:36][CH2:35][NH:34][CH2:33][CH2:32]3)[CH:24]2[C:22]([NH:21][C:18]2[CH:17]=[CH:16][C:15]([C:13]([OH:14])=[O:12])=[CH:20][CH:19]=2)=[O:23])=[O:65])[CH:58]=1. The catalyst class is: 2. (7) Reactant: [C:1]([O:5][C:6](=[O:47])[N:7]([C@H:9]([C:11](=[O:46])[NH:12][C@@H:13]1[C:19](=[O:20])[N:18]([CH2:21][C:22]2[C:31]3[C:26](=[CH:27][CH:28]=[CH:29][CH:30]=3)[CH:25]=[CH:24][C:23]=2[CH3:32])[C:17]2[CH:33]=[CH:34][CH:35]=[CH:36][C:16]=2[N:15]([C:37](=[O:45])[C:38]2[CH:43]=[CH:42][CH:41]=[CH:40][C:39]=2Br)[CH2:14]1)[CH3:10])[CH3:8])([CH3:4])([CH3:3])[CH3:2].N#N.C([Sn](CCCC)(CCCC)[C:55]([O:57][CH2:58][CH3:59])=[CH2:56])CCC. Product: [C:1]([O:5][C:6](=[O:47])[N:7]([C@H:9]([C:11](=[O:46])[NH:12][C@@H:13]1[C:19](=[O:20])[N:18]([CH2:21][C:22]2[C:31]3[C:26](=[CH:27][CH:28]=[CH:29][CH:30]=3)[CH:25]=[CH:24][C:23]=2[CH3:32])[C:17]2[CH:33]=[CH:34][CH:35]=[CH:36][C:16]=2[N:15]([C:37](=[O:45])[C:38]2[CH:43]=[CH:42][CH:41]=[CH:40][C:39]=2[C:55]([O:57][CH2:58][CH3:59])=[CH2:56])[CH2:14]1)[CH3:10])[CH3:8])([CH3:4])([CH3:3])[CH3:2]. The catalyst class is: 109. (8) The catalyst class is: 91. Product: [O:1]([C:8]1[CH:9]=[C:10]([C:14]23[CH2:15][CH2:16][C:17]([CH2:18][OH:19])([CH2:20][CH2:21]2)[O:23][CH2:22]3)[CH:11]=[CH:12][CH:13]=1)[C:2]1[CH:3]=[CH:4][CH:5]=[CH:6][CH:7]=1. Reactant: [O:1]([C:8]1[CH:9]=[C:10]([C:14]2([CH2:22][OH:23])[CH2:21][CH2:20][C:17]3([O:19][CH2:18]3)[CH2:16][CH2:15]2)[CH:11]=[CH:12][CH:13]=1)[C:2]1[CH:7]=[CH:6][CH:5]=[CH:4][CH:3]=1.O.C1(C)C=CC(S(O)(=O)=O)=CC=1. (9) Reactant: [Br:1][C:2]1[CH:3]=[CH:4][C:5]([C:8]([NH:10][CH3:11])=O)=[N:6][CH:7]=1.COC1C=CC(P2(SP(C3C=CC(OC)=CC=3)(=S)S2)=[S:21])=CC=1. Product: [Br:1][C:2]1[CH:3]=[CH:4][C:5]([C:8](=[S:21])[NH:10][CH3:11])=[N:6][CH:7]=1. The catalyst class is: 20. (10) Reactant: ClC1C(C(NCC23CC4CC(CC(C4)C2)C3)=O)=CC(C2C=CC=CC=2C(O)=O)=NC=1.[Cl:31][C:32]1[CH:37]=[CH:36][C:35](B(O)O)=[CH:34][C:33]=1[C:41]([NH:43][CH2:44][C:45]12[CH2:54][CH:49]3[CH2:50][CH:51]([CH2:53][CH:47]([CH2:48]3)[CH2:46]1)[CH2:52]2)=[O:42].Br[C:56]1[C:57]([N:62]2[CH2:65][CH:64]([C:66]([O:68][CH3:69])=[O:67])[CH2:63]2)=[N:58][CH:59]=[CH:60][CH:61]=1. Product: [Cl:31][C:32]1[CH:37]=[CH:36][C:35]([C:56]2[C:57]([N:62]3[CH2:63][CH:64]([C:66]([O:68][CH3:69])=[O:67])[CH2:65]3)=[N:58][CH:59]=[CH:60][CH:61]=2)=[CH:34][C:33]=1[C:41]([NH:43][CH2:44][C:45]12[CH2:54][CH:49]3[CH2:50][CH:51]([CH2:53][CH:47]([CH2:48]3)[CH2:46]1)[CH2:52]2)=[O:42]. The catalyst class is: 30.